This data is from Catalyst prediction with 721,799 reactions and 888 catalyst types from USPTO. The task is: Predict which catalyst facilitates the given reaction. (1) Reactant: Br[C:2]1[CH:9]=[CH:8][C:5]([CH:6]=[O:7])=[CH:4][CH:3]=1.[F:10][C:11]1[CH:16]=[CH:15][C:14](B(O)O)=[CH:13][CH:12]=1.C([O-])([O-])=O.[K+].[K+]. Product: [F:10][C:11]1[CH:16]=[CH:15][C:14]([C:2]2[CH:9]=[CH:8][C:5]([CH:6]=[O:7])=[CH:4][CH:3]=2)=[CH:13][CH:12]=1. The catalyst class is: 109. (2) Reactant: [CH3:1][C:2]1([CH3:10])[O:7][C:6](=[O:8])[CH2:5][C:4](=[O:9])[O:3]1.[CH3:11][O:12][CH2:13][CH2:14][CH2:15][CH2:16][C:17](Cl)=[O:18]. Product: [CH3:11][O:12][CH2:13][CH2:14][CH2:15][CH2:16][C:17]([CH:5]1[C:6](=[O:8])[O:7][C:2]([CH3:10])([CH3:1])[O:3][C:4]1=[O:9])=[O:18]. The catalyst class is: 143.